From a dataset of Peptide-MHC class II binding affinity with 134,281 pairs from IEDB. Regression. Given a peptide amino acid sequence and an MHC pseudo amino acid sequence, predict their binding affinity value. This is MHC class II binding data. (1) The peptide sequence is YDKFLQNVSTVLTGK. The MHC is DRB1_0404 with pseudo-sequence DRB1_0404. The binding affinity (normalized) is 0.192. (2) The peptide sequence is LIDDVLAILPLDDLK. The MHC is HLA-DQA10501-DQB10301 with pseudo-sequence HLA-DQA10501-DQB10301. The binding affinity (normalized) is 0. (3) The peptide sequence is REETQQKSNLELLRI. The MHC is DRB1_0404 with pseudo-sequence DRB1_0404. The binding affinity (normalized) is 0.336. (4) The peptide sequence is CGDGIFIFRDSDDWL. The MHC is HLA-DQA10501-DQB10303 with pseudo-sequence HLA-DQA10501-DQB10303. The binding affinity (normalized) is 0.432. (5) The peptide sequence is DEFFECFKYLLIQGH. The MHC is DRB1_1501 with pseudo-sequence DRB1_1501. The binding affinity (normalized) is 0.432. (6) The peptide sequence is YDKFLANVSTILTGK. The MHC is DRB1_1602 with pseudo-sequence DRB1_1602. The binding affinity (normalized) is 0.954. (7) The peptide sequence is RGLKLATALSLSNKF. The MHC is DRB1_1201 with pseudo-sequence DRB1_1201. The binding affinity (normalized) is 0.511. (8) The peptide sequence is SKKDKFVAANAGGTV. The MHC is DRB1_0301 with pseudo-sequence DRB1_0301. The binding affinity (normalized) is 0.0191. (9) The peptide sequence is MEYLGHNAAGQWLEF. The MHC is DRB4_0103 with pseudo-sequence DRB4_0103. The binding affinity (normalized) is 0. (10) The peptide sequence is YCDMMSLNLTIVSVS. The MHC is DRB1_1201 with pseudo-sequence DRB1_1201. The binding affinity (normalized) is 0.288.